Task: Predict the product of the given reaction.. Dataset: Forward reaction prediction with 1.9M reactions from USPTO patents (1976-2016) (1) Given the reactants [OH:1][C@@H:2]([C@H:4]1[C:40](=[O:41])[N:6]2[C:7]([C:27]([O:29][CH2:30][C:31]3[CH:36]=[CH:35][C:34]([N+:37]([O-:39])=[O:38])=[CH:33][CH:32]=3)=[O:28])=[C:8]([C:11]3[S:15][C:14]4=[C:16]([C:19]([C:21]5[CH:22]=[N:23][CH:24]=[CH:25][CH:26]=5)=[O:20])[N:17]=[CH:18][N:13]4[CH:12]=3)[C@H:9]([CH3:10])[C@H:5]12)[CH3:3].[I:42][CH2:43][C:44]([NH2:46])=[O:45], predict the reaction product. The product is: [I-:42].[C:44]([CH2:43][N+:23]1[CH:24]=[CH:25][CH:26]=[C:21]([C:19]([C:16]2[N:17]=[CH:18][N:13]3[CH:12]=[C:11]([C:8]4[C@H:9]([CH3:10])[C@@H:5]5[C@@H:4]([C@H:2]([OH:1])[CH3:3])[C:40](=[O:41])[N:6]5[C:7]=4[C:27]([O:29][CH2:30][C:31]4[CH:32]=[CH:33][C:34]([N+:37]([O-:39])=[O:38])=[CH:35][CH:36]=4)=[O:28])[S:15][C:14]=23)=[O:20])[CH:22]=1)(=[O:45])[NH2:46]. (2) The product is: [CH3:1][N:2]([S:23]([C:26]1[S:27][CH:28]=[CH:29][N:30]=1)(=[O:24])=[O:25])[C:3]1[CH:4]=[CH:5][CH:6]=[C:7]2[C:11]=1[NH:10][C:9]([C:12]1[S:13][CH:14]([CH2:17][C:18]([OH:20])=[O:19])[CH2:15][N:16]=1)=[CH:8]2. Given the reactants [CH3:1][N:2]([S:23]([C:26]1[S:27][CH:28]=[CH:29][N:30]=1)(=[O:25])=[O:24])[C:3]1[CH:4]=[CH:5][CH:6]=[C:7]2[C:11]=1[NH:10][C:9]([C:12]1[S:13][CH:14]([CH2:17][C:18]([O:20]CC)=[O:19])[CH2:15][N:16]=1)=[CH:8]2.O1CCCC1.C(O)C.[OH-].[Na+], predict the reaction product. (3) The product is: [Br:1][C:2]1[CH:3]=[C:4]([C:12](=[CH:18][C@@H:19]2[CH2:39][CH2:38][C:21]3([O:22][C@@H:23]([C:32]4[CH:33]=[CH:34][CH:35]=[CH:36][CH:37]=4)[C@H:24]([C:26]4[CH:31]=[CH:30][CH:29]=[CH:28][CH:27]=4)[O:25]3)[CH2:20]2)[C:13]([O:15][CH2:16][CH3:17])=[O:14])[CH:5]=[CH:6][C:7]=1[S:8]([CH:9]1[CH2:11][CH2:10]1)(=[O:41])=[O:56]. Given the reactants [Br:1][C:2]1[CH:3]=[C:4]([C:12](=[CH:18][C@@H:19]2[CH2:39][CH2:38][C:21]3([O:25][C@@H:24]([C:26]4[CH:31]=[CH:30][CH:29]=[CH:28][CH:27]=4)[C@H:23]([C:32]4[CH:37]=[CH:36][CH:35]=[CH:34][CH:33]=4)[O:22]3)[CH2:20]2)[C:13]([O:15][CH2:16][CH3:17])=[O:14])[CH:5]=[CH:6][C:7]=1[S:8][CH:9]1[CH2:11][CH2:10]1.C(=O)([O-])[OH:41].[Na+].ClC1C=CC=C(C(OO)=O)C=1.[OH2:56], predict the reaction product. (4) Given the reactants [CH3:1][N:2]([CH3:29])[CH2:3][CH2:4][CH2:5][N:6]1[C:14]2[C:9](=[CH:10][C:11]([O:15][CH3:16])=[CH:12][CH:13]=2)[C:8](/[CH:17]=[C:18]2\[O:19][C:20]3[CH:27]=[C:26]([OH:28])[CH:25]=[CH:24][C:21]=3[C:22]\2=[O:23])=[CH:7]1.[N:30]([CH2:33][C:34]([O:36][CH2:37][CH3:38])=[O:35])=[C:31]=[O:32].CCOCC, predict the reaction product. The product is: [CH3:29][N:2]([CH3:1])[CH2:3][CH2:4][CH2:5][N:6]1[C:14]2[C:9](=[CH:10][C:11]([O:15][CH3:16])=[CH:12][CH:13]=2)[C:8](/[CH:17]=[C:18]2\[O:19][C:20]3[CH:27]=[C:26]([O:28][C:31]([NH:30][CH2:33][C:34]([O:36][CH2:37][CH3:38])=[O:35])=[O:32])[CH:25]=[CH:24][C:21]=3[C:22]\2=[O:23])=[CH:7]1.